This data is from Forward reaction prediction with 1.9M reactions from USPTO patents (1976-2016). The task is: Predict the product of the given reaction. (1) Given the reactants S(Cl)([Cl:3])=O.O[CH2:6][CH2:7][O:8][C:9]1[CH:10]=[N:11][CH:12]=[CH:13][CH:14]=1, predict the reaction product. The product is: [ClH:3].[Cl:3][CH2:6][CH2:7][O:8][C:9]1[CH:10]=[N:11][CH:12]=[CH:13][CH:14]=1. (2) Given the reactants C([O-])([O-])=O.[K+].[K+].Br[C:8]1[CH:13]=[CH:12][CH:11]=[CH:10][CH:9]=1.[CH2:14]([NH2:21])[C:15]1[CH:20]=[CH:19][CH:18]=[CH:17][CH:16]=1.C(OCCCCCC)CCCCC, predict the reaction product. The product is: [C:8]1([NH:21][CH2:14][C:15]2[CH:20]=[CH:19][CH:18]=[CH:17][CH:16]=2)[CH:13]=[CH:12][CH:11]=[CH:10][CH:9]=1. (3) Given the reactants [F:1][C:2]1[CH:7]=[C:6](B2OC(C)(C)C(C)(C)O2)[CH:5]=[CH:4][C:3]=1[C:17]1[N:18]=[CH:19][C:20]([NH2:23])=[N:21][CH:22]=1.Br[C:25]1[CH:30]=[CH:29][CH:28]=[CH:27][C:26]=1[S:31]([N:34]1[CH2:39][CH2:38][N:37]([CH2:40][CH2:41][OH:42])[CH2:36][CH2:35]1)(=[O:33])=[O:32], predict the reaction product. The product is: [NH2:23][C:20]1[N:21]=[CH:22][C:17]([C:3]2[CH:4]=[CH:5][C:6]([C:25]3[CH:30]=[CH:29][CH:28]=[CH:27][C:26]=3[S:31]([N:34]3[CH2:35][CH2:36][N:37]([CH2:40][CH2:41][OH:42])[CH2:38][CH2:39]3)(=[O:33])=[O:32])=[CH:7][C:2]=2[F:1])=[N:18][CH:19]=1. (4) Given the reactants Cl[C:2]1[O:3][C:4]([N:9]2[CH2:14][CH2:13][O:12][CH2:11][CH2:10]2)=[CH:5][C:6](=[O:8])[CH:7]=1.[C:15]1(B(O)O)[C:23]2[C:22]3[CH:24]=[CH:25][CH:26]=[CH:27][C:21]=3[S:20][C:19]=2[CH:18]=[CH:17][CH:16]=1.C(=O)([O-])[O-].[K+].[K+].N#N, predict the reaction product. The product is: [C:15]1([C:2]2[O:3][C:4]([N:9]3[CH2:14][CH2:13][O:12][CH2:11][CH2:10]3)=[CH:5][C:6](=[O:8])[CH:7]=2)[C:23]2[C:22]3[CH:24]=[CH:25][CH:26]=[CH:27][C:21]=3[S:20][C:19]=2[CH:18]=[CH:17][CH:16]=1. (5) Given the reactants [CH3:1][O:2][C:3](=[O:24])[C:4]([NH:7][C:8]([C:10]1[CH:19]=[CH:18][C:17]2[C:12](=[CH:13][CH:14]=[CH:15][CH:16]=2)[C:11]=1[O:20][CH2:21][CH2:22][OH:23])=[O:9])([CH3:6])[CH3:5].[F:25][C:26]1[CH:27]=[C:28](O)[CH:29]=[C:30]([F:32])[CH:31]=1.C1(P(C2C=CC=CC=2)C2C=CC=CC=2)C=CC=CC=1.CC(OC(/N=N/C(OC(C)C)=O)=O)C, predict the reaction product. The product is: [CH3:1][O:2][C:3](=[O:24])[C:4]([NH:7][C:8]([C:10]1[CH:19]=[CH:18][C:17]2[C:12](=[CH:13][CH:14]=[CH:15][CH:16]=2)[C:11]=1[O:20][CH2:21][CH2:22][O:23][C:28]1[CH:27]=[C:26]([F:25])[CH:31]=[C:30]([F:32])[CH:29]=1)=[O:9])([CH3:6])[CH3:5]. (6) Given the reactants [Cl:1][CH2:2][C:3](Cl)=[O:4].[CH3:6][O:7][C:8]([CH:10]1[CH2:19][CH:18]2[CH:13]([CH:14]=[C:15]([O:22][CH3:23])[C:16]([O:20][CH3:21])=[CH:17]2)[CH:12]([C:24]2[CH:32]=[CH:31][C:27]3[O:28][CH2:29][O:30][C:26]=3[CH:25]=2)[NH:11]1)=[O:9].CCN(CC)CC, predict the reaction product. The product is: [CH3:6][O:7][C:8]([CH:10]1[CH2:19][CH:18]2[CH:13]([CH:14]=[C:15]([O:22][CH3:23])[C:16]([O:20][CH3:21])=[CH:17]2)[CH:12]([C:24]2[CH:32]=[CH:31][C:27]3[O:28][CH2:29][O:30][C:26]=3[CH:25]=2)[N:11]1[C:3](=[O:4])[CH2:2][Cl:1])=[O:9]. (7) Given the reactants [CH3:1][C:2]([OH:7])([CH3:6])[CH2:3][CH2:4][OH:5].[C:8]1([CH3:18])[CH:13]=[CH:12][C:11]([S:14](Cl)(=[O:16])=[O:15])=[CH:10][CH:9]=1, predict the reaction product. The product is: [CH3:18][C:8]1[CH:13]=[CH:12][C:11]([S:14]([O:5][CH2:4][CH2:3][C:2]([OH:7])([CH3:6])[CH3:1])(=[O:16])=[O:15])=[CH:10][CH:9]=1. (8) Given the reactants [N+:1]([C:4]1[C:13]2[C:8](=[CH:9][CH:10]=[CH:11][CH:12]=2)[C:7]([O:14][C@H:15]2[CH2:19][CH2:18][N:17]([C:20]([O:22][C:23]([CH3:26])([CH3:25])[CH3:24])=[O:21])[CH2:16]2)=[CH:6][CH:5]=1)([O-])=O.[Cl:27][C:28]1[CH:33]=[CH:32][C:31]([S:34](Cl)(=[O:36])=[O:35])=[CH:30][CH:29]=1, predict the reaction product. The product is: [Cl:27][C:28]1[CH:33]=[CH:32][C:31]([S:34]([NH:1][C:4]2[C:13]3[C:8](=[CH:9][CH:10]=[CH:11][CH:12]=3)[C:7]([O:14][C@H:15]3[CH2:19][CH2:18][N:17]([C:20]([O:22][C:23]([CH3:26])([CH3:25])[CH3:24])=[O:21])[CH2:16]3)=[CH:6][CH:5]=2)(=[O:36])=[O:35])=[CH:30][CH:29]=1. (9) Given the reactants Cl[C:2]1[CH:11]=[CH:10][C:9]2[C:8]([C:12]([NH:14][CH2:15][C:16]34[CH2:25][CH:20]5[CH2:21][CH:22]([CH2:24][CH:18]([CH2:19]5)[CH2:17]3)[CH2:23]4)=[O:13])=[C:7]([Cl:26])[CH:6]=[CH:5][C:4]=2[N:3]=1.C(N(CC)CC)C.C([O:36][C:37](=[O:45])[CH2:38][CH:39]1[CH2:44][CH2:43][NH:42][CH2:41][CH2:40]1)C, predict the reaction product. The product is: [Cl:26][C:7]1[C:8]([C:12]([NH:14][CH2:15][C:16]23[CH2:25][CH:20]4[CH2:21][CH:22]([CH2:24][CH:18]([CH2:19]4)[CH2:17]2)[CH2:23]3)=[O:13])=[C:9]2[C:4](=[CH:5][CH:6]=1)[N:3]=[C:2]([N:42]1[CH2:43][CH2:44][CH:39]([CH2:38][C:37]([OH:45])=[O:36])[CH2:40][CH2:41]1)[CH:11]=[CH:10]2.